From a dataset of Forward reaction prediction with 1.9M reactions from USPTO patents (1976-2016). Predict the product of the given reaction. (1) Given the reactants [CH2:1]([O:3][C:4]1[CH:9]=[CH:8][CH:7]=[CH:6][C:5]=1[OH:10])[CH3:2].[C:11]([OH:15])(=[O:14])[CH:12]=[O:13].[OH-].[Na+], predict the reaction product. The product is: [CH2:1]([O:3][C:4]1[CH:9]=[C:8]([CH:12]([OH:13])[C:11]([OH:15])=[O:14])[CH:7]=[CH:6][C:5]=1[OH:10])[CH3:2]. (2) Given the reactants [OH-].[Li+].[CH2:3]([N:7]([CH2:13][C:14]1[CH:19]=[CH:18][CH:17]=[C:16]([C:20]2[N:24]=[C:23]([CH3:25])[O:22][N:21]=2)[CH:15]=1)[C:8](=[O:12])[C:9]([O-:11])=[O:10])[CH:4]([CH3:6])[CH3:5].Cl, predict the reaction product. The product is: [CH2:3]([N:7]([CH2:13][C:14]1[CH:19]=[CH:18][CH:17]=[C:16]([C:20]2[N:24]=[C:23]([CH3:25])[O:22][N:21]=2)[CH:15]=1)[C:8](=[O:12])[C:9]([OH:11])=[O:10])[CH:4]([CH3:6])[CH3:5]. (3) Given the reactants C([O:4][CH2:5][C:6]([N:8]1[CH2:13][CH2:12][N:11]([C:14]2[CH:15]=[N:16][C:17]([NH:20][C:21]3[N:22]=[CH:23][C:24]4[C:29]5[CH:30]=[CH:31][N:32]=[CH:33][C:28]=5[N:27]([CH:34]5[CH2:38][CH2:37][CH2:36][CH2:35]5)[C:25]=4[N:26]=3)=[CH:18][CH:19]=2)[CH2:10][CH2:9]1)=[O:7])(=O)C.[Li+].[OH-], predict the reaction product. The product is: [CH:34]1([N:27]2[C:25]3[N:26]=[C:21]([NH:20][C:17]4[N:16]=[CH:15][C:14]([N:11]5[CH2:12][CH2:13][N:8]([C:6](=[O:7])[CH2:5][OH:4])[CH2:9][CH2:10]5)=[CH:19][CH:18]=4)[N:22]=[CH:23][C:24]=3[C:29]3[CH:30]=[CH:31][N:32]=[CH:33][C:28]2=3)[CH2:35][CH2:36][CH2:37][CH2:38]1. (4) Given the reactants [CH3:1][CH:2]([CH3:26])[CH2:3][O:4][C:5]1[CH:6]=[C:7]([N:14]2[CH2:19][CH2:18][CH:17]([N:20]3[CH2:25][CH2:24][CH2:23][CH2:22][CH2:21]3)[CH2:16][CH2:15]2)[CH:8]=[CH:9][C:10]=1[N+:11]([O-])=O, predict the reaction product. The product is: [N:20]1([CH:17]2[CH2:18][CH2:19][N:14]([C:7]3[CH:8]=[CH:9][C:10]([NH2:11])=[C:5]([O:4][CH2:3][CH:2]([CH3:26])[CH3:1])[CH:6]=3)[CH2:15][CH2:16]2)[CH2:25][CH2:24][CH2:23][CH2:22][CH2:21]1.